This data is from Experimentally validated miRNA-target interactions with 360,000+ pairs, plus equal number of negative samples. The task is: Binary Classification. Given a miRNA mature sequence and a target amino acid sequence, predict their likelihood of interaction. The miRNA is mmu-miR-669f-5p with sequence AGUUGUGUGUGCAUGUGCAUGUGU. The protein sequence of the target gene is MGKISSLPTQLFKICLCDFLKIKIHIMSSSHLFYLALCLLTFTSSATAGPETLCGAELVDALQFVCGPRGFYFNKPTGYGSSIRRAPQTGIVDECCFRSCDLRRLEMYCAPLKPTKSARSIRAQRHTDMPKTQKEVHLKNTSRGSAGNKTYRM. Result: 0 (no interaction).